This data is from Reaction yield outcomes from USPTO patents with 853,638 reactions. The task is: Predict the reaction yield, written as a fraction of the theoretical maximum amount of product (1.0 means a 100% yield; for example, 0.34 means a 34% yield). (1) The reactants are [CH2:1]([C:3]1[C:4]([CH3:9])=[N:5][CH:6]=[CH:7][CH:8]=1)[CH3:2].ClC1C=CC=C(C(OO)=[O:18])C=1.C(=O)([O-])O.[Na+]. The catalyst is ClCCl. The product is [CH2:1]([C:3]1[C:4]([CH3:9])=[N+:5]([O-:18])[CH:6]=[CH:7][CH:8]=1)[CH3:2]. The yield is 0.896. (2) The reactants are C([O:5][C:6](=O)[C@@H:7]([O:9][C:10]1[CH:33]=[CH:32][C:13]2[C:14]3[N:18]([CH2:19][CH2:20][O:21][C:12]=2[CH:11]=1)[CH:17]=[C:16]([C:22]1[N:23]([CH2:27][C:28]([F:31])([F:30])[F:29])[N:24]=[CH:25][N:26]=1)[N:15]=3)[CH3:8])(C)(C)C.C(O)(C(F)(F)F)=O.C[N:43](C(ON1N=NC2C=CC=NC1=2)=[N+](C)C)C.F[P-](F)(F)(F)(F)F.[Cl-].[NH4+].C(N(CC)CC)C. The catalyst is C(Cl)Cl. The product is [F:29][C:28]([F:31])([F:30])[CH2:27][N:23]1[C:22]([C:16]2[N:15]=[C:14]3[C:13]4[CH:32]=[CH:33][C:10]([O:9][C@@H:7]([CH3:8])[C:6]([NH2:43])=[O:5])=[CH:11][C:12]=4[O:21][CH2:20][CH2:19][N:18]3[CH:17]=2)=[N:26][CH:25]=[N:24]1. The yield is 0.470. (3) The reactants are [Cl:1][C:2]1[C:3]([CH2:18][CH3:19])=[C:4]([Cl:17])[C:5]2[O:10][CH2:9][C:8](=[O:11])[N:7]([CH2:12][CH2:13][CH2:14]Cl)[C:6]=2[CH:16]=1.C([O-])([O-])=O.[K+].[K+].[Na+].[I-].[CH2:28]([CH:32]1[CH2:37][CH2:36][NH:35][CH2:34][CH2:33]1)[CH2:29][CH2:30][CH3:31]. The catalyst is C(Cl)Cl.CO. The product is [CH2:28]([CH:32]1[CH2:37][CH2:36][N:35]([CH2:14][CH2:13][CH2:12][N:7]2[C:6]3[CH:16]=[C:2]([Cl:1])[C:3]([CH2:18][CH3:19])=[C:4]([Cl:17])[C:5]=3[O:10][CH2:9][C:8]2=[O:11])[CH2:34][CH2:33]1)[CH2:29][CH2:30][CH3:31]. The yield is 0.590. (4) The reactants are Cl[C:2]1[CH:7]=[CH:6][C:5]([O:8][C:9]2[CH:14]=[CH:13][C:12]([N+:15]([O-:17])=[O:16])=[CH:11][C:10]=2[CH3:18])=[CH:4][N:3]=1.CC(C1C=C(C(C)C)C(C2C=CC=CC=2P(C2CCCCC2)C2CCCCC2)=C(C(C)C)C=1)C.[Li+].C[Si]([N-:58][Si](C)(C)C)(C)C. The catalyst is C1COCC1.C1C=CC(/C=C/C(/C=C/C2C=CC=CC=2)=O)=CC=1.C1C=CC(/C=C/C(/C=C/C2C=CC=CC=2)=O)=CC=1.C1C=CC(/C=C/C(/C=C/C2C=CC=CC=2)=O)=CC=1.[Pd].[Pd]. The product is [CH3:18][C:10]1[CH:11]=[C:12]([N+:15]([O-:17])=[O:16])[CH:13]=[CH:14][C:9]=1[O:8][C:5]1[CH:6]=[CH:7][C:2]([NH2:58])=[N:3][CH:4]=1. The yield is 0.330. (5) The product is [C:1]([O:5][C:6]([N:8]1[CH2:13][CH2:12][C@@H:11]([O:14][C:21]2[CH:22]=[CH:23][CH:24]=[C:19]([Br:18])[CH:20]=2)[CH2:10][C@@H:9]1[CH3:15])=[O:7])([CH3:4])([CH3:2])[CH3:3]. The catalyst is CN1CCCC1=O. The yield is 0.460. The reactants are [C:1]([O:5][C:6]([N:8]1[CH2:13][CH2:12][C@@H:11]([OH:14])[CH2:10][C@@H:9]1[CH3:15])=[O:7])([CH3:4])([CH3:3])[CH3:2].[H-].[Na+].[Br:18][C:19]1[CH:24]=[CH:23][CH:22]=[C:21](F)[CH:20]=1. (6) The reactants are [CH2:1]([O:3][CH:4]([C:15]([O:17][CH2:18][C:19]([Cl:22])([Cl:21])[Cl:20])=[O:16])[CH2:5][C:6]1[CH:14]=[CH:13][C:9]([C:10]([OH:12])=[O:11])=[CH:8][CH:7]=1)[CH3:2].O[CH2:24][C:25]1[CH:30]=[CH:29][C:28]([O:31][S:32]([CH3:35])(=[O:34])=[O:33])=[CH:27][CH:26]=1.C(OC(=O)C(OCC)CC1C=CC(OC(=O)CC2N=C(C3C=CC=CC=3)OC=2C)=C(CC2C=CC=CC=2)C=1)C1C=CC=CC=1. No catalyst specified. The product is [CH3:35][S:32]([O:31][C:28]1[CH:29]=[CH:30][C:25]([CH2:24][O:11][C:10](=[O:12])[C:9]2[CH:13]=[CH:14][C:6]([CH2:5][CH:4]([O:3][CH2:1][CH3:2])[C:15]([O:17][CH2:18][C:19]([Cl:20])([Cl:21])[Cl:22])=[O:16])=[CH:7][CH:8]=2)=[CH:26][CH:27]=1)(=[O:34])=[O:33]. The yield is 0.470. (7) The reactants are C[O:2][C:3]([C@@H:5]1[CH2:8][CH2:7][N:6]1[C:9]1[C:18]([N+:19]([O-])=O)=[CH:17][C:12]([C:13]([O:15][CH3:16])=[O:14])=[CH:11][N:10]=1)=O.P(OC1C=CC=CC=1)(OC1C=CC=CC=1)OC1C=CC=CC=1. The catalyst is ClCCl.[NH4+].[O-][V](=O)=O.[Pt]. The product is [O:2]=[C:3]1[NH:19][C:18]2[CH:17]=[C:12]([C:13]([O:15][CH3:16])=[O:14])[CH:11]=[N:10][C:9]=2[N:6]2[CH2:7][CH2:8][C@@H:5]12. The yield is 0.820.